Dataset: Forward reaction prediction with 1.9M reactions from USPTO patents (1976-2016). Task: Predict the product of the given reaction. (1) Given the reactants [CH3:1][N:2]1[CH2:7][CH2:6][N:5]([C:8]2[N:13]=[C:12](N)[C:11]([N+:15]([O-:17])=[O:16])=[CH:10][CH:9]=2)[CH2:4][CH2:3]1.N1C=CC=CC=1.N([O-])=O.[Na+].[FH:28], predict the reaction product. The product is: [F:28][C:12]1[N:13]=[C:8]([N:5]2[CH2:6][CH2:7][N:2]([CH3:1])[CH2:3][CH2:4]2)[CH:9]=[CH:10][C:11]=1[N+:15]([O-:17])=[O:16]. (2) Given the reactants [Cl:1][C:2]1[CH:3]=[CH:4][C:5]([C:8]([F:27])([F:26])[CH2:9][N:10]2[CH2:15][CH2:14][CH:13]([NH:16][C:17]3[C:18]4[CH:25]=[CH:24][NH:23][C:19]=4[N:20]=[CH:21][N:22]=3)[CH2:12][CH2:11]2)=[N:6][CH:7]=1.Cl.CO, predict the reaction product. The product is: [ClH:1].[Cl:1][C:2]1[CH:3]=[CH:4][C:5]([C:8]([F:27])([F:26])[CH2:9][N:10]2[CH2:11][CH2:12][CH:13]([NH:16][C:17]3[C:18]4[CH:25]=[CH:24][NH:23][C:19]=4[N:20]=[CH:21][N:22]=3)[CH2:14][CH2:15]2)=[N:6][CH:7]=1.